Dataset: HIV replication inhibition screening data with 41,000+ compounds from the AIDS Antiviral Screen. Task: Binary Classification. Given a drug SMILES string, predict its activity (active/inactive) in a high-throughput screening assay against a specified biological target. (1) The molecule is Cc1ccsc1C=NNc1ccccn1. The result is 0 (inactive). (2) The molecule is CC(OC1C(N)C(O)OC(CO)C1O)C(=O)O. The result is 0 (inactive). (3) The compound is O=C(O)CCCC#CCCCC(=O)O. The result is 0 (inactive). (4) The molecule is S=C(NN=CC=NNC(=S)N1CCCCCC1)N1CCCCCC1. The result is 0 (inactive). (5) The molecule is CCOC(=O)C1=CN2C(=NC3CCCCC32)NC1=O. The result is 0 (inactive). (6) The molecule is CCOC(=O)C(NC(=O)c1cccc(Cl)c1)(N1CCN(c2cc3c(cc2F)c(=O)c(C(=O)O)cn3CC)CC1)C(F)(F)F. The result is 0 (inactive). (7) The molecule is O=C(O)c1ccc(S(=O)(=O)c2ccccc2)c([N+](=O)[O-])c1. The result is 0 (inactive). (8) The compound is CC(=O)C=Cc1ccco1. The result is 0 (inactive).